This data is from Full USPTO retrosynthesis dataset with 1.9M reactions from patents (1976-2016). The task is: Predict the reactants needed to synthesize the given product. (1) Given the product [CH2:1]([O:3][C:4]([C:6]1[CH:7]=[C:8]2[C:13](=[CH:14][CH:15]=1)[NH:12][CH:11]([C:16]1[CH:21]=[CH:20][CH:19]=[C:18]([NH:22][C:34]([N:33]([CH2:37][CH3:38])[CH2:31][CH3:32])=[O:35])[CH:17]=1)[C:10]([CH3:23])([CH3:24])[CH2:9]2)=[O:5])[CH3:2], predict the reactants needed to synthesize it. The reactants are: [CH2:1]([O:3][C:4]([C:6]1[CH:7]=[C:8]2[C:13](=[CH:14][CH:15]=1)[NH:12][CH:11]([C:16]1[CH:21]=[CH:20][CH:19]=[C:18]([NH2:22])[CH:17]=1)[C:10]([CH3:24])([CH3:23])[CH2:9]2)=[O:5])[CH3:2].N1C=CC=CC=1.[CH2:31]([N:33]([CH2:37][CH3:38])[C:34](Cl)=[O:35])[CH3:32]. (2) Given the product [CH:1]1([CH2:4][S:5][CH:6]2[CH2:15][CH2:14][C:9](=[O:10])[CH2:8][CH2:7]2)[CH2:3][CH2:2]1, predict the reactants needed to synthesize it. The reactants are: [CH:1]1([CH2:4][S:5][CH:6]2[CH2:15][CH2:14][C:9]3(OCC[O:10]3)[CH2:8][CH2:7]2)[CH2:3][CH2:2]1.Cl. (3) Given the product [ClH:37].[NH2:23][C@@H:19]1[CH2:20][CH2:21][CH2:22][N:17]([C:3]2[C:2]([Br:1])=[CH:7][N:6]=[C:5]3[NH:8][CH:9]=[C:10]([NH:11][C:12](=[O:16])[CH2:13][O:14][CH3:15])[C:4]=23)[CH2:18]1, predict the reactants needed to synthesize it. The reactants are: [Br:1][C:2]1[C:3]([N:17]2[CH2:22][CH2:21][CH2:20][C@@H:19]([NH:23]C(=O)OC(C)(C)C)[CH2:18]2)=[C:4]2[C:10]([NH:11][C:12](=[O:16])[CH2:13][O:14][CH3:15])=[CH:9][NH:8][C:5]2=[N:6][CH:7]=1.O1CCOCC1.[ClH:37]. (4) Given the product [F:43][C:44]1[C:49]([F:50])=[CH:48][C:47]([C:8]2([OH:15])[C:9]3[C:14](=[CH:13][CH:12]=[CH:11][CH:10]=3)[N:6]([CH2:5][CH2:4][CH2:1][CH2:3][CH3:2])[C:7]2=[O:16])=[C:46]([OH:51])[CH:45]=1, predict the reactants needed to synthesize it. The reactants are: [CH:1]1([CH2:4][CH2:5][N:6]2[C:14]3[C:9](=[CH:10][CH:11]=[CH:12][CH:13]=3)[C:8](=[O:15])[C:7]2=[O:16])[CH2:3][CH2:2]1.C(N1C2C(=CC=CC=2)C(=O)C1=O)CCCC.O1C2C=CC(O)=CC=2OC1.[F:43][C:44]1[CH:45]=[C:46]([OH:51])[CH:47]=[CH:48][C:49]=1[F:50]. (5) The reactants are: [CH2:1]([O:3][C:4]([C:6]1[C:15]2[C:10](=[CH:11][CH:12]=[CH:13][CH:14]=2)[CH:9]=[C:8]([NH2:16])[CH:7]=1)=[O:5])[CH3:2].[N:17]([O-])=O.[Na+].O.O.[Cl:23][Sn]Cl. Given the product [ClH:23].[NH:16]([C:8]1[CH:7]=[C:6]([C:4]([O:3][CH2:1][CH3:2])=[O:5])[C:15]2[C:10]([CH:9]=1)=[CH:11][CH:12]=[CH:13][CH:14]=2)[NH2:17], predict the reactants needed to synthesize it. (6) Given the product [NH2:14][CH2:13][CH2:12][CH2:11][N:8]1[CH2:7][CH2:6][N:5]([CH2:4][CH2:3][CH2:2][NH2:1])[CH2:10][CH2:9]1.[CH2:15]([CH2:19][CH:20]=[O:21])[CH2:16][CH:17]=[O:18], predict the reactants needed to synthesize it. The reactants are: [NH2:1][CH2:2][CH2:3][CH2:4][N:5]1[CH2:10][CH2:9][N:8]([CH2:11][CH2:12][CH2:13][NH2:14])[CH2:7][CH2:6]1.[CH2:15]([CH2:19][CH:20]=[O:21])[CH2:16][CH:17]=[O:18].Cl. (7) The reactants are: C([N-][CH:5]([CH3:7])[CH3:6])(C)C.[Li+].[C:9]1(=[O:15])[CH2:14]CCC=[CH:10]1.[C:16]([O:20][CH3:21])(=[O:19])[CH:17]=[CH2:18].[Cl-].[NH4+]. Given the product [CH3:21][O:20][C:16]([CH:17]1[CH2:18][CH:14]2[CH2:7][CH2:5][CH:6]1[CH2:10][C:9]2=[O:15])=[O:19], predict the reactants needed to synthesize it.